Dataset: Full USPTO retrosynthesis dataset with 1.9M reactions from patents (1976-2016). Task: Predict the reactants needed to synthesize the given product. (1) Given the product [C:14]([C:11]1[O:10][C:9]([CH:8]=[CH:7][C:4]2[S:3][C:2]([NH:1][C:39](=[O:40])[CH2:38][C:32]3[CH:37]=[CH:36][CH:35]=[CH:34][CH:33]=3)=[N:6][CH:5]=2)=[N:13][CH:12]=1)([CH3:17])([CH3:16])[CH3:15], predict the reactants needed to synthesize it. The reactants are: [NH2:1][C:2]1[S:3][C:4](/[CH:7]=[CH:8]/[C:9]2[O:10][C:11]([C:14]([CH3:17])([CH3:16])[CH3:15])=[CH:12][N:13]=2)=[CH:5][N:6]=1.CN(C=O)C.C(N(CC)C(C)C)(C)C.[C:32]1([CH2:38][C:39](Cl)=[O:40])[CH:37]=[CH:36][CH:35]=[CH:34][CH:33]=1. (2) Given the product [CH3:1][C:2]1[O:6][C:5]([C:7]2[CH:8]=[CH:9][C:10]([CH3:13])=[CH:11][CH:12]=2)=[N:4][C:3]=1[CH2:14][C:15]1[CH:16]=[C:17]([CH:20]=[CH:21][CH:22]=1)[CH2:18][OH:19], predict the reactants needed to synthesize it. The reactants are: [CH3:1][C:2]1[O:6][C:5]([C:7]2[CH:12]=[CH:11][C:10]([CH3:13])=[CH:9][CH:8]=2)=[N:4][C:3]=1[CH2:14][C:15]1[CH:16]=[C:17]([CH:20]=[CH:21][CH:22]=1)[CH:18]=[O:19].[BH4-].[Na+]. (3) Given the product [NH:3]1[C:4]2[CH:9]=[CH:8][CH:7]=[CH:6][C:5]=2[N:1]=[C:2]1[CH2:10][N:11]1[CH:30]=[CH:31][C:18]2[C:17]([C:19](=[O:29])[C:20]3[C:21]([F:28])=[CH:22][C:23]([F:27])=[CH:24][C:25]=3[F:26])=[CH:16][NH:15][C:14]=2[C:12]1=[O:13], predict the reactants needed to synthesize it. The reactants are: [NH:1]1[C:5]2[CH:6]=[CH:7][CH:8]=[CH:9][C:4]=2[N:3]=[C:2]1[CH2:10][N:11]([CH2:30][CH:31](OC)OC)[C:12]([C:14]1[NH:15][CH:16]=[C:17]([C:19](=[O:29])[C:20]2[C:25]([F:26])=[CH:24][C:23]([F:27])=[CH:22][C:21]=2[F:28])[CH:18]=1)=[O:13]. (4) Given the product [OH:39][CH2:38][CH2:37][NH:36][S:33]([C:30]1[CH:31]=[CH:32][C:27]([C:2]#[C:1][C:3]2[CH:4]=[N:5][N:6]3[C:11]([C:12]([F:14])([F:13])[F:15])=[CH:10][C:9]([C:16]4[CH:21]=[CH:20][C:19]([C:22]([F:25])([F:24])[F:23])=[CH:18][CH:17]=4)=[N:8][C:7]=23)=[CH:28][CH:29]=1)(=[O:35])=[O:34], predict the reactants needed to synthesize it. The reactants are: [C:1]([C:3]1[CH:4]=[N:5][N:6]2[C:11]([C:12]([F:15])([F:14])[F:13])=[CH:10][C:9]([C:16]3[CH:21]=[CH:20][C:19]([C:22]([F:25])([F:24])[F:23])=[CH:18][CH:17]=3)=[N:8][C:7]=12)#[CH:2].Br[C:27]1[CH:32]=[CH:31][C:30]([S:33]([NH:36][CH2:37][CH2:38][OH:39])(=[O:35])=[O:34])=[CH:29][CH:28]=1. (5) Given the product [OH:2][CH2:3][C:4]([CH3:11])([CH3:10])[CH2:5][CH2:6][C:7]([OH:9])=[O:8], predict the reactants needed to synthesize it. The reactants are: C[O:2][C:3](=O)[C:4]([CH3:11])([CH3:10])[CH2:5][CH2:6][C:7]([OH:9])=[O:8].CC(O)=O.O. (6) Given the product [NH:18]1[CH:19]=[N:20][C:16]([C:12]2[CH:11]=[C:10]3[C:15](=[CH:14][CH:13]=2)[NH:7][N:8]=[C:9]3[C:40]2[CH:41]=[C:42]([C:43]([NH:78][CH2:77][CH2:76][O:75][CH3:74])=[O:44])[CH:47]=[CH:48][CH:49]=2)=[N:17]1, predict the reactants needed to synthesize it. The reactants are: O1CCCCC1[N:7]1[C:15]2[C:10](=[CH:11][C:12]([C:16]3[N:20]=[CH:19][N:18](C(C4C=CC=CC=4)(C4C=CC=CC=4)C4C=CC=CC=4)[N:17]=3)=[CH:13][CH:14]=2)[C:9]([C:40]2[CH:41]=[C:42]([CH:47]=[CH:48][CH:49]=2)[C:43](OC)=[O:44])=[N:8]1.[OH-].[Li+].ON1C2C=CC=CC=2N=N1.Cl.C(N=C=NCCCN(C)C)C.[CH3:74][O:75][CH2:76][CH2:77][NH2:78]. (7) Given the product [NH2:7][C:6]1[NH:8][C:2]([C:19]2[CH:18]=[CH:17][C:26]3[C:21](=[CH:22][CH:23]=[CH:24][CH:25]=3)[CH:20]=2)=[CH:3][C:5]=1[C:9]([NH2:11])=[O:10], predict the reactants needed to synthesize it. The reactants are: [O-][CH2:2][CH3:3].[Na+].[CH2:5]([C:9]([NH2:11])=[O:10])[C:6]([NH2:8])=[NH:7].Cl.BrCC([C:17]1[C:26]2[C:21](=[CH:22][CH:23]=[CH:24][CH:25]=2)[CH:20]=[CH:19][CH:18]=1)=O. (8) Given the product [NH2:34][CH2:33][CH2:32][CH:31]([NH:30][C:26]1[CH:25]=[C:24]([C:23]2[C:18]3[C:19](=[N:20][C:15]([NH:14][CH:11]4[CH2:12][CH2:13][CH:8]([NH2:7])[CH2:9][CH2:10]4)=[N:16][CH:17]=3)[NH:21][N:22]=2)[CH:29]=[CH:28][CH:27]=1)[C:42]1[CH:47]=[CH:46][CH:45]=[CH:44][CH:43]=1, predict the reactants needed to synthesize it. The reactants are: C(OC(=O)[NH:7][CH:8]1[CH2:13][CH2:12][CH:11]([NH:14][C:15]2[N:20]=[C:19]3[N:21](C(C4C=CC=CC=4)(C4C=CC=CC=4)C4C=CC=CC=4)[N:22]=[C:23]([C:24]4[CH:29]=[CH:28][CH:27]=[C:26]([NH:30][CH:31]([C:42]5[CH:47]=[CH:46][CH:45]=[CH:44][CH:43]=5)[CH2:32][CH2:33][NH:34]C(OC(C)(C)C)=O)[CH:25]=4)[C:18]3=[CH:17][N:16]=2)[CH2:10][CH2:9]1)(C)(C)C.Cl. (9) Given the product [F:11][C:8]1[CH:9]=[CH:10][C:5]([CH:2]([NH:1][C:13]([NH:12][C:15]2[CH:16]=[CH:17][C:18]([C:21]3[N:25]=[CH:24][N:23]([C:26]4[CH:31]=[CH:30][C:29]([O:32][C:33]([F:36])([F:34])[F:35])=[CH:28][CH:27]=4)[N:22]=3)=[CH:19][CH:20]=2)=[S:14])[CH2:3][OH:4])=[CH:6][CH:7]=1, predict the reactants needed to synthesize it. The reactants are: [NH2:1][CH:2]([C:5]1[CH:10]=[CH:9][C:8]([F:11])=[CH:7][CH:6]=1)[CH2:3][OH:4].[N:12]([C:15]1[CH:20]=[CH:19][C:18]([C:21]2[N:25]=[CH:24][N:23]([C:26]3[CH:31]=[CH:30][C:29]([O:32][C:33]([F:36])([F:35])[F:34])=[CH:28][CH:27]=3)[N:22]=2)=[CH:17][CH:16]=1)=[C:13]=[S:14].